From a dataset of Forward reaction prediction with 1.9M reactions from USPTO patents (1976-2016). Predict the product of the given reaction. (1) The product is: [C:1]([C:5]1[CH:6]=[C:7]([NH:16][C:17]([NH:18][C:19]2[C:28]3[C:23](=[CH:24][CH:25]=[CH:26][CH:27]=3)[C:22]([O:29][C:30]3[CH:35]=[CH:34][N:33]=[C:32]([NH:36][C:37]4[CH:42]=[CH:41][C:40]([P:43]([CH3:48])(=[O:44])[OH:47])=[C:39]([O:49][CH3:50])[CH:38]=4)[CH:31]=3)=[CH:21][CH:20]=2)=[O:51])[CH:8]=[C:9]([NH:11][S:12]([CH3:15])(=[O:14])=[O:13])[CH:10]=1)([CH3:4])([CH3:2])[CH3:3]. Given the reactants [C:1]([C:5]1[CH:6]=[C:7]([NH:16][C:17](=[O:51])[NH:18][C:19]2[C:28]3[C:23](=[CH:24][CH:25]=[CH:26][CH:27]=3)[C:22]([O:29][C:30]3[CH:35]=[CH:34][N:33]=[C:32]([NH:36][C:37]4[CH:42]=[CH:41][C:40]([P:43]([CH3:48])(=[O:47])[O:44]CC)=[C:39]([O:49][CH3:50])[CH:38]=4)[CH:31]=3)=[CH:21][CH:20]=2)[CH:8]=[C:9]([NH:11][S:12]([CH3:15])(=[O:14])=[O:13])[CH:10]=1)([CH3:4])([CH3:3])[CH3:2].[OH-].[Na+].C(O)(=O)C, predict the reaction product. (2) Given the reactants C[N:2](C)/[CH:3]=[CH:4]/[C:5]([C:7]1[C:12](=[O:13])[CH:11]=[CH:10][N:9]([C:14]2[CH:19]=[CH:18][CH:17]=[C:16]([CH2:20][CH3:21])[CH:15]=2)[N:8]=1)=O.[NH:23]([C:25]1[CH:30]=[CH:29][N:28]=[CH:27][CH:26]=1)N, predict the reaction product. The product is: [CH2:20]([C:16]1[CH:15]=[C:14]([N:9]2[CH:10]=[CH:11][C:12](=[O:13])[C:7]([C:5]3[N:23]([C:25]4[CH:30]=[CH:29][N:28]=[CH:27][CH:26]=4)[N:2]=[CH:3][CH:4]=3)=[N:8]2)[CH:19]=[CH:18][CH:17]=1)[CH3:21]. (3) Given the reactants [C:1]([O:5][C@@H:6]([C:10]1[C:33]([CH3:34])=[CH:32][C:13]2[N:14]=[C:15]([C:17]3[CH:22]=[CH:21][CH:20]=[C:19]([N:23]4[CH:28]=[C:27](C)[C:26](=[O:30])[NH:25][C:24]4=[O:31])[CH:18]=3)[S:16][C:12]=2[C:11]=1[C:35]1[CH:40]=[CH:39][C:38]([Cl:41])=[CH:37][CH:36]=1)[C:7]([OH:9])=[O:8])([CH3:4])([CH3:3])[CH3:2].N1C=CC(=O)NC1=O, predict the reaction product. The product is: [C:1]([O:5][C@@H:6]([C:10]1[C:33]([CH3:34])=[CH:32][C:13]2[N:14]=[C:15]([C:17]3[CH:22]=[CH:21][CH:20]=[C:19]([N:23]4[CH:28]=[CH:27][C:26](=[O:30])[NH:25][C:24]4=[O:31])[CH:18]=3)[S:16][C:12]=2[C:11]=1[C:35]1[CH:36]=[CH:37][C:38]([Cl:41])=[CH:39][CH:40]=1)[C:7]([OH:9])=[O:8])([CH3:4])([CH3:2])[CH3:3]. (4) Given the reactants Br[C:2]1[C:14]2[C:13]3[C:8](=[CH:9][C:10]([C:15]([OH:18])([CH3:17])[CH3:16])=[CH:11][CH:12]=3)[NH:7][C:6]=2[C:5]([C:19]([NH2:21])=[O:20])=[CH:4][C:3]=1[F:22].[F:23][C:24]1[CH:25]=[CH:26][CH:27]=[C:28]2[C:33]=1[N:32]([CH3:34])[C:31](=[O:35])[N:30]([C:36]1[CH:41]=[CH:40][CH:39]=[C:38](B3OC(C)(C)C(C)(C)O3)[C:37]=1[CH3:51])[C:29]2=[O:52].C([O-])([O-])=O.[Cs+].[Cs+], predict the reaction product. The product is: [F:22][C:3]1[CH:4]=[C:5]([C:19]([NH2:21])=[O:20])[C:6]2[NH:7][C:8]3[C:13]([C:14]=2[C:2]=1[C:38]1[CH:39]=[CH:40][CH:41]=[C:36]([N:30]2[C:29](=[O:52])[C:28]4[C:33](=[C:24]([F:23])[CH:25]=[CH:26][CH:27]=4)[N:32]([CH3:34])[C:31]2=[O:35])[C:37]=1[CH3:51])=[CH:12][CH:11]=[C:10]([C:15]([OH:18])([CH3:17])[CH3:16])[CH:9]=3. (5) Given the reactants Br[CH2:2][C:3](Br)=[O:4].[NH2:6][CH:7]1[C:15]2[C:10](=[CH:11][CH:12]=[CH:13][CH:14]=2)[CH2:9][CH2:8]1.[CH3:16][O:17][C:18]1[CH:19]=[C:20]([CH:39]=[CH:40][C:41]=1[O:42][CH3:43])[CH2:21][CH:22]1[C:28]2[CH:29]=[C:30]([O:35][CH3:36])[C:31]([O:33][CH3:34])=[CH:32][C:27]=2[S:26](=[O:38])(=[O:37])[CH2:25][CH2:24][NH:23]1, predict the reaction product. The product is: [CH3:16][O:17][C:18]1[CH:19]=[C:20]([CH:39]=[CH:40][C:41]=1[O:42][CH3:43])[CH2:21][CH:22]1[C:28]2[CH:29]=[C:30]([O:35][CH3:36])[C:31]([O:33][CH3:34])=[CH:32][C:27]=2[S:26](=[O:38])(=[O:37])[CH2:25][CH2:24][N:23]1[CH2:2][C:3]([NH:6][CH:7]1[C:15]2[C:10](=[CH:11][CH:12]=[CH:13][CH:14]=2)[CH2:9][CH2:8]1)=[O:4].